Dataset: Catalyst prediction with 721,799 reactions and 888 catalyst types from USPTO. Task: Predict which catalyst facilitates the given reaction. (1) Reactant: [CH3:1][O:2][N:3]([CH3:18])[C:4]1[N:9]=[C:8]([NH:10][CH2:11][CH2:12][CH3:13])[N:7]=[C:6]([NH:14][CH2:15][C:16]#[CH:17])[N:5]=1.[C:19]([OH:26])(=[O:25])/[CH:20]=[CH:21]\[C:22]([OH:24])=[O:23].CON(C)C1N=C(NCCC)N=C(NCC(Cl)=C)N=1.CON(C)C1N=C(NCCC)N=C(N(C)C)N=1. Product: [C:19]([OH:26])(=[O:25])/[CH:20]=[CH:21]\[C:22]([OH:24])=[O:23].[CH3:1][O:2][N:3]([CH3:18])[C:4]1[N:5]=[C:6]([NH:14][CH2:15][CH2:16][CH3:17])[N:7]=[C:8]([NH:10][CH2:11][C:12]#[CH:13])[N:9]=1. The catalyst class is: 311. (2) Reactant: [Br:1][C:2]1[CH:24]=[CH:23][CH:22]=[CH:21][C:3]=1[CH2:4][O:5][C:6]1[CH:13]=[C:12]([O:14]C2CCCCO2)[CH:11]=[CH:10][C:7]=1[CH:8]=[O:9].CCCCCC. Product: [Br:1][C:2]1[CH:24]=[CH:23][CH:22]=[CH:21][C:3]=1[CH2:4][O:5][C:6]1[CH:13]=[C:12]([OH:14])[CH:11]=[CH:10][C:7]=1[CH:8]=[O:9]. The catalyst class is: 14. (3) Product: [CH3:1][O:2][CH2:3][CH:4]([CH3:35])[O:5][C:6]1[CH:7]=[C:8]([O:24][C:25]2[CH:30]=[CH:29][C:28]([S:31]([CH3:34])(=[O:32])=[O:33])=[CH:27][CH:26]=2)[CH:9]=[C:10]2[C:14]=1[NH:13][C:12]([C:15]1[S:16][CH:17]([CH2:20][C:21]([NH2:39])=[O:22])[CH2:18][N:19]=1)=[CH:11]2. Reactant: [CH3:1][O:2][CH2:3][CH:4]([CH3:35])[O:5][C:6]1[CH:7]=[C:8]([O:24][C:25]2[CH:30]=[CH:29][C:28]([S:31]([CH3:34])(=[O:33])=[O:32])=[CH:27][CH:26]=2)[CH:9]=[C:10]2[C:14]=1[NH:13][C:12]([C:15]1[S:16][CH:17]([CH2:20][C:21](O)=[O:22])[CH2:18][N:19]=1)=[CH:11]2.Cl.C([N:39]=C=NCCCN(C)C)C.[NH4+].ON1C2C=CC=CC=2N=N1. The catalyst class is: 9. (4) Reactant: Cl[C:2]1[CH:7]=[C:6]([N:8]2[CH2:13][CH2:12][O:11][CH2:10][CH2:9]2)[N:5]2[N:14]=[C:15]([CH3:17])[CH:16]=[C:4]2[N:3]=1.O.[NH2:19][NH2:20]. Product: [CH3:17][C:15]1[CH:16]=[C:4]2[N:3]=[C:2]([NH:19][NH2:20])[CH:7]=[C:6]([N:8]3[CH2:13][CH2:12][O:11][CH2:10][CH2:9]3)[N:5]2[N:14]=1. The catalyst class is: 38.